From a dataset of Full USPTO retrosynthesis dataset with 1.9M reactions from patents (1976-2016). Predict the reactants needed to synthesize the given product. (1) Given the product [CH3:17][S:16][C:8]1[C:6]2[N:7]=[C:2]([C:27]3[CH:28]=[N:24][NH:25][CH:26]=3)[N:3]=[C:4]([N:18]3[CH2:23][CH2:22][O:21][CH2:20][CH2:19]3)[C:5]=2[N:11]=[C:10]([C:12]([O:14][CH3:15])=[O:13])[CH:9]=1, predict the reactants needed to synthesize it. The reactants are: Cl[C:2]1[N:3]=[C:4]([N:18]2[CH2:23][CH2:22][O:21][CH2:20][CH2:19]2)[C:5]2[N:11]=[C:10]([C:12]([O:14][CH3:15])=[O:13])[CH:9]=[C:8]([S:16][CH3:17])[C:6]=2[N:7]=1.[NH:24]1[CH:28]=[C:27](B(O)O)[CH:26]=[N:25]1.C(=O)([O-])[O-].[Cs+].[Cs+]. (2) Given the product [Br:1][C:2]1[CH:17]=[CH:16][C:5]2=[C:6]([CH:14]=[O:15])[CH:7]=[C:8]3[C:13]([CH:12]=[N:11][CH:10]=[CH:9]3)=[C:4]2[CH:3]=1, predict the reactants needed to synthesize it. The reactants are: [Br:1][C:2]1[CH:17]=[CH:16][C:5]2=[C:6]([CH2:14][OH:15])[CH:7]=[C:8]3[C:13]([CH:12]=[N:11][CH:10]=[CH:9]3)=[C:4]2[CH:3]=1.CC(OI1(OC(C)=O)(OC(C)=O)OC(=O)C2C=CC=CC1=2)=O. (3) Given the product [F:24][C:6]1[CH:7]=[CH:8][C:9]2[C:10]3[CH:14]=[N:13][NH:12][C:11]=3[C:2]([NH:35][C:34]3[CH:33]=[CH:32][C:31]([N:28]4[CH2:29][CH2:30][O:25][CH2:26][CH2:27]4)=[CH:37][CH:36]=3)=[N:3][C:4]=2[CH:5]=1, predict the reactants needed to synthesize it. The reactants are: Cl[C:2]1[C:11]2=[N:12][N:13](CC3C=CC(OC)=CC=3)[CH:14]=[C:10]2[C:9]2[CH:8]=[CH:7][C:6]([F:24])=[CH:5][C:4]=2[N:3]=1.[O:25]1[CH2:30][CH2:29][N:28]([C:31]2[CH:37]=[CH:36][C:34]([NH2:35])=[CH:33][CH:32]=2)[CH2:27][CH2:26]1.Cl. (4) Given the product [CH3:1][O:2][C:3]([N:5]([CH3:14])[CH2:6][CH2:7][CH2:8][CH2:9][CH2:10][C:11]([O:13][CH2:33][C@H:31]1[O:30][N:29]=[C:28]([C:25]2[CH:26]=[CH:27][C:22]([C:21]3[CH:20]=[CH:19][C:18]([N:35]4[CH2:39][C@H:38]([CH2:40][N:41]5[CH:45]=[CH:44][N:43]=[N:42]5)[O:37][C:36]4=[O:46])=[CH:17][C:16]=3[F:15])=[CH:23][N:24]=2)[CH2:32]1)=[O:12])=[O:4], predict the reactants needed to synthesize it. The reactants are: [CH3:1][O:2][C:3]([N:5]([CH3:14])[CH2:6][CH2:7][CH2:8][CH2:9][CH2:10][C:11]([OH:13])=[O:12])=[O:4].[F:15][C:16]1[CH:17]=[C:18]([N:35]2[CH2:39][C@H:38]([CH2:40][N:41]3[CH:45]=[CH:44][N:43]=[N:42]3)[O:37][C:36]2=[O:46])[CH:19]=[CH:20][C:21]=1[C:22]1[CH:23]=[N:24][C:25]([C:28]2[CH2:32][C@@H:31]([CH2:33]O)[O:30][N:29]=2)=[CH:26][CH:27]=1.Cl.CN(C)CCCN=C=NCC. (5) Given the product [Br:11][C:8]1[CH:9]=[CH:10][C:5]([C:3](=[O:4])[CH2:2][NH:17][CH2:16][C:15]2[CH:18]=[CH:19][CH:20]=[CH:21][C:14]=2[O:13][CH3:12])=[CH:6][CH:7]=1, predict the reactants needed to synthesize it. The reactants are: Br[CH2:2][C:3]([C:5]1[CH:10]=[CH:9][C:8]([Br:11])=[CH:7][CH:6]=1)=[O:4].[CH3:12][O:13][C:14]1[CH:21]=[CH:20][CH:19]=[CH:18][C:15]=1[CH2:16][NH2:17].